Dataset: Blood-brain barrier permeability classification from the B3DB database. Task: Regression/Classification. Given a drug SMILES string, predict its absorption, distribution, metabolism, or excretion properties. Task type varies by dataset: regression for continuous measurements (e.g., permeability, clearance, half-life) or binary classification for categorical outcomes (e.g., BBB penetration, CYP inhibition). Dataset: b3db_classification. The compound is CC1(C)S[C@@H]2[C@H](NC(=O)CSc3ccccc3)C(=O)N2[C@H]1C(=O)O. The result is 0 (does not penetrate BBB).